Dataset: TCR-epitope binding with 47,182 pairs between 192 epitopes and 23,139 TCRs. Task: Binary Classification. Given a T-cell receptor sequence (or CDR3 region) and an epitope sequence, predict whether binding occurs between them. (1) The epitope is LLLGIGILV. The TCR CDR3 sequence is CASSIGTSDYEQYF. Result: 0 (the TCR does not bind to the epitope). (2) The epitope is ATVVIGTSK. The TCR CDR3 sequence is CASSLTVSLSPDLNEQFF. Result: 0 (the TCR does not bind to the epitope). (3) The epitope is VVYRGTTTY. The TCR CDR3 sequence is CASSLRQVLLGYTF. Result: 1 (the TCR binds to the epitope). (4) The epitope is MPASWVMRI. The TCR CDR3 sequence is CASSAGLAGTDTQYF. Result: 1 (the TCR binds to the epitope). (5) The epitope is EPLPQGQLTAY. The TCR CDR3 sequence is CASSQDLAAEAFF. Result: 0 (the TCR does not bind to the epitope). (6) The epitope is KLWAQCVQL. The TCR CDR3 sequence is CASSPRDTDTQYF. Result: 1 (the TCR binds to the epitope). (7) The TCR CDR3 sequence is CASSSLSGYNEQFF. The epitope is LPRRSGAAGA. Result: 1 (the TCR binds to the epitope). (8) The epitope is QECVRGTTVL. The TCR CDR3 sequence is CASSYSTGAYDEQFF. Result: 1 (the TCR binds to the epitope).